From a dataset of Full USPTO retrosynthesis dataset with 1.9M reactions from patents (1976-2016). Predict the reactants needed to synthesize the given product. (1) The reactants are: [BH4-].[Na+].[C:3]([CH2:5][C:6]1[CH:14]=[CH:13][CH:12]=[CH:11][C:7]=1[C:8](O)=[O:9])#[N:4].II. Given the product [OH:9][CH2:8][C:7]1[CH:11]=[CH:12][CH:13]=[CH:14][C:6]=1[CH2:5][C:3]#[N:4], predict the reactants needed to synthesize it. (2) Given the product [Cl:12][C:13]1[CH:14]=[CH:15][C:16]([O:20][C:21]2[CH:26]=[CH:25][CH:24]=[CH:23][CH:22]=2)=[C:17]([NH:19][C:2]2[N:11]=[CH:10][CH:9]=[C:8]3[C:3]=2[CH:4]=[CH:5][CH:6]=[N:7]3)[CH:18]=1, predict the reactants needed to synthesize it. The reactants are: Cl[C:2]1[N:11]=[CH:10][CH:9]=[C:8]2[C:3]=1[CH:4]=[CH:5][CH:6]=[N:7]2.[Cl:12][C:13]1[CH:14]=[CH:15][C:16]([O:20][C:21]2[CH:26]=[CH:25][CH:24]=[CH:23][CH:22]=2)=[C:17]([NH2:19])[CH:18]=1. (3) The reactants are: [CH3:1][C:2]1[CH:3]=[C:4]([CH:9]=[CH:10][C:11]=1[N+:12]([O-:14])=[O:13])[C:5]([NH:7][NH2:8])=[O:6].CCN=C=NCCCN(C)C.Cl.C(N(CC)CC)C.[C:34]([NH:37][CH2:38][C:39](O)=[O:40])(=[O:36])[CH3:35].[OH-].[Na+]. Given the product [CH3:1][C:2]1[CH:3]=[C:4]([CH:9]=[CH:10][C:11]=1[N+:12]([O-:14])=[O:13])[C:5]([NH:7][NH:8][C:39](=[O:40])[CH2:38][NH:37][C:34](=[O:36])[CH3:35])=[O:6], predict the reactants needed to synthesize it. (4) Given the product [Br:19][CH2:14][CH2:13][C@@:7]1([CH3:12])[C:6]([O:16][CH3:17])=[N:5][C@H:4]([CH:1]([CH3:3])[CH3:2])[C:9]([O:10][CH3:11])=[N:8]1, predict the reactants needed to synthesize it. The reactants are: [CH:1]([C@@H:4]1[C:9]([O:10][CH3:11])=[N:8][C@:7]([CH2:13][CH2:14]O)([CH3:12])[C:6]([O:16][CH3:17])=[N:5]1)([CH3:3])[CH3:2].C(Br)(Br)(Br)[Br:19].C1C=CC(P(C2C=CC=CC=2)C2C=CC=CC=2)=CC=1. (5) The reactants are: [Mg].BrCCBr.Br[CH:7]([CH2:28][CH2:29][CH2:30][CH2:31][CH2:32][CH3:33])[C:8]([O:10][C@H:11]([CH2:17][CH2:18][CH2:19][CH2:20][CH2:21][CH2:22][CH2:23][CH2:24][CH2:25][CH2:26][CH3:27])[CH2:12][C:13]([O:15]C)=O)=[O:9]. Given the product [CH2:28]([C:7]1[C:8](=[O:9])[O:10][C@H:11]([CH2:17][CH2:18][CH2:19][CH2:20][CH2:21][CH2:22][CH2:23][CH2:24][CH2:25][CH2:26][CH3:27])[CH2:12][C:13]=1[OH:15])[CH2:29][CH2:30][CH2:31][CH2:32][CH3:33], predict the reactants needed to synthesize it.